This data is from Full USPTO retrosynthesis dataset with 1.9M reactions from patents (1976-2016). The task is: Predict the reactants needed to synthesize the given product. Given the product [F:1][C:2]1[CH:3]=[CH:4][C:5]([C:8]([OH:10])=[O:9])=[N:6][CH:7]=1, predict the reactants needed to synthesize it. The reactants are: [F:1][C:2]1[CH:3]=[CH:4][C:5]([C:8]([O:10]CC)=[O:9])=[N:6][CH:7]=1.[OH-].[Na+].